From a dataset of Forward reaction prediction with 1.9M reactions from USPTO patents (1976-2016). Predict the product of the given reaction. Given the reactants CN(C)CC#CC1C=C([C@@H]2[C@@H](C3C=CC=C(F)C=3)OC(=O)N2)C=NC=1.Br[C:27]1[CH:28]=[C:29]([C@@H:33]2[C@@H:37]([C:38]3[CH:43]=[C:42]([F:44])[CH:41]=[C:40]([F:45])[CH:39]=3)[O:36][C:35](=[O:46])[NH:34]2)[CH:30]=[N:31][CH:32]=1.[C:47]([CH:49]1[CH2:52][C:51]([F:54])([F:53])[CH2:50]1)#[CH:48], predict the reaction product. The product is: [F:53][C:51]1([F:54])[CH2:52][CH:49]([C:47]#[C:48][C:27]2[CH:28]=[C:29]([C@@H:33]3[C@@H:37]([C:38]4[CH:43]=[C:42]([F:44])[CH:41]=[C:40]([F:45])[CH:39]=4)[O:36][C:35](=[O:46])[NH:34]3)[CH:30]=[N:31][CH:32]=2)[CH2:50]1.